Dataset: Buchwald-Hartwig C-N cross coupling reaction yields with 55,370 reactions. Task: Predict the reaction yield, written as a fraction of the theoretical maximum amount of product (1.0 means a 100% yield; for example, 0.34 means a 34% yield). The reactants are CCc1ccc(I)cc1.Cc1ccc(N)cc1.O=S(=O)(O[Pd]1c2ccccc2-c2ccccc2N~1)C(F)(F)F.COc1ccc(OC)c(P([C@]23C[C@H]4C[C@H](C[C@H](C4)C2)C3)[C@]23C[C@H]4C[C@H](C[C@H](C4)C2)C3)c1-c1c(C(C)C)cc(C(C)C)cc1C(C)C.CN(C)C(=NC(C)(C)C)N(C)C.Cc1cc(-n2cccc2)no1. No catalyst specified. The product is CCc1ccc(Nc2ccc(C)cc2)cc1. The yield is 0.614.